Task: Predict which catalyst facilitates the given reaction.. Dataset: Catalyst prediction with 721,799 reactions and 888 catalyst types from USPTO (1) Reactant: C([O:8][C@@H:9]1[C@@H:17]([C@H:18]([OH:23])[C:19]([F:22])([F:21])[F:20])[O:16][C@H:15]2[C@H:11]([N:12]=[C:13]([N:24](C)[C:25](=O)OC(C)(C)C)[S:14]2)[CH2:10]1)C1C=CC=CC=1.B(Cl)(Cl)Cl. Product: [CH3:25][NH:24][C:13]1[S:14][C@H:15]2[O:16][C@H:17]([C@H:18]([OH:23])[C:19]([F:22])([F:20])[F:21])[C@@H:9]([OH:8])[CH2:10][C@H:11]2[N:12]=1. The catalyst class is: 2. (2) The catalyst class is: 2. Reactant: [CH3:1][C:2]([O:4][C@H:5]1[C:14]2[C@@:15]3([CH3:30])[C@@H:26]([CH2:27][O:28][CH3:29])[O:25][C:23](=[O:24])[C:17]4=[CH:18][O:19][C:20]([C:21](=[O:22])[C:13]=2[C@@H:8]2[CH2:9][CH2:10][C@H:11]([OH:12])[C@@:7]2([CH3:31])[CH2:6]1)=[C:16]34)=[O:3].C(N(CC)CC)C.Cl.[CH3:40][NH:41][CH2:42][CH2:43][CH2:44][C:45]([OH:47])=[O:46]. Product: [C:2]([O:4][CH:5]1[C:14]2[C:15]3([CH3:30])[C:16]([C:17](=[CH:18][N:41]([CH3:40])[CH2:42][CH2:43][CH2:44][C:45]([OH:47])=[O:46])[C:23](=[O:24])[O:25][CH:26]3[CH2:27][O:28][CH3:29])=[C:20]([OH:19])[C:21](=[O:22])[C:13]=2[CH:8]2[C:7]([CH3:31])([CH:11]([OH:12])[CH2:10][CH2:9]2)[CH2:6]1)(=[O:3])[CH3:1]. (3) Reactant: Cl.[OH:2][C@@H:3]1[CH2:7][CH2:6][NH:5][CH2:4]1.C(N(CC)C(C)C)(C)C.[F:17][C:18]1[CH:19]=[C:20]([N+:25]([O-:27])=[O:26])[CH:21]=[CH:22][C:23]=1F. Product: [F:17][C:18]1[CH:19]=[C:20]([N+:25]([O-:27])=[O:26])[CH:21]=[CH:22][C:23]=1[N:5]1[CH2:6][CH2:7][C@@H:3]([OH:2])[CH2:4]1. The catalyst class is: 10. (4) Reactant: C1(C)C=CC(S(O[CH2:11][CH2:12][CH2:13][C:14]([F:20])([F:19])[C:15]([F:18])([F:17])[F:16])(=O)=O)=CC=1.[C:22]1([P:28]([C:35]2[CH:40]=[CH:39][CH:38]=[CH:37][CH:36]=2)[C:29]2[CH:34]=[CH:33][CH:32]=[CH:31][CH:30]=2)[CH:27]=[CH:26][CH:25]=[CH:24][CH:23]=1.[I-:41].[Na+]. Product: [I-:41].[F:19][C:14]([F:20])([C:15]([F:18])([F:17])[F:16])[CH2:13][CH2:12][CH2:11][P+:28]([C:22]1[CH:23]=[CH:24][CH:25]=[CH:26][CH:27]=1)([C:29]1[CH:34]=[CH:33][CH:32]=[CH:31][CH:30]=1)[C:35]1[CH:36]=[CH:37][CH:38]=[CH:39][CH:40]=1. The catalyst class is: 10. (5) Reactant: [C:1]([N:4]1[C:13]2[C:8](=[CH:9][C:10](Br)=[C:11]([N+:14]([O-])=O)[CH:12]=2)[N:7]([C:18]([O:20][CH:21]([CH3:23])[CH3:22])=[O:19])[CH2:6][C@@H:5]1[CH3:24])(=[O:3])[CH3:2].C(N(CC)CC)C. Product: [C:1]([N:4]1[C:13]2[C:8](=[CH:9][CH:10]=[C:11]([NH2:14])[CH:12]=2)[N:7]([C:18]([O:20][CH:21]([CH3:23])[CH3:22])=[O:19])[CH2:6][C@@H:5]1[CH3:24])(=[O:3])[CH3:2]. The catalyst class is: 43.